Dataset: Forward reaction prediction with 1.9M reactions from USPTO patents (1976-2016). Task: Predict the product of the given reaction. Given the reactants [C:1]1([C:11]#[C:12][C:13]2[N:14]=[C:15]([CH:18]3[CH2:23][CH2:22][N:21](C(OC(C)(C)C)=O)[CH2:20][CH2:19]3)[S:16][CH:17]=2)[C:10]2[C:5](=[CH:6][CH:7]=[CH:8][CH:9]=2)[CH:4]=[CH:3][CH:2]=1.[CH3:31][C:32]1[N:36]([CH2:37][C:38]([OH:40])=O)[N:35]=[C:34]([C:41]([F:44])([F:43])[F:42])[CH:33]=1, predict the reaction product. The product is: [CH3:31][C:32]1[N:36]([CH2:37][C:38]([N:21]2[CH2:22][CH2:23][CH:18]([C:15]3[S:16][CH:17]=[C:13]([C:12]#[C:11][C:1]4[C:10]5[C:5](=[CH:6][CH:7]=[CH:8][CH:9]=5)[CH:4]=[CH:3][CH:2]=4)[N:14]=3)[CH2:19][CH2:20]2)=[O:40])[N:35]=[C:34]([C:41]([F:44])([F:43])[F:42])[CH:33]=1.